From a dataset of Full USPTO retrosynthesis dataset with 1.9M reactions from patents (1976-2016). Predict the reactants needed to synthesize the given product. (1) Given the product [F:43][C:2]([F:1])([F:42])[C:3]1[CH:4]=[C:5]([CH:39]=[CH:40][CH:41]=1)[C:6]([NH:8][CH2:9][C:10]([NH:12][C@@H:13]1[CH2:17][CH2:16][N:15]([CH:18]2[CH2:22][CH2:21][N:20]([C:23]3[CH:38]=[CH:37][C:26]([C:27]([OH:29])=[O:28])=[CH:25][CH:24]=3)[CH2:19]2)[CH2:14]1)=[O:11])=[O:7], predict the reactants needed to synthesize it. The reactants are: [F:1][C:2]([F:43])([F:42])[C:3]1[CH:4]=[C:5]([CH:39]=[CH:40][CH:41]=1)[C:6]([NH:8][CH2:9][C:10]([NH:12][C@@H:13]1[CH2:17][CH2:16][N:15]([CH:18]2[CH2:22][CH2:21][N:20]([C:23]3[CH:38]=[CH:37][C:26]([C:27]([O:29]CC4C=CC=CC=4)=[O:28])=[CH:25][CH:24]=3)[CH2:19]2)[CH2:14]1)=[O:11])=[O:7].[H][H]. (2) The reactants are: [CH3:1][O:2][C:3](=[O:15])[CH2:4][CH2:5][C:6]1[CH:11]=[CH:10][C:9]([F:12])=[CH:8][C:7]=1SC.[O-][Mn](=O)(=O)=O.[K+].[O-:22][S:23]([O-:26])(=S)=O.[Na+].[Na+].[C:29](O)(=O)C. Given the product [CH3:1][O:2][C:3](=[O:15])[CH2:4][CH2:5][C:6]1[CH:11]=[CH:10][C:9]([F:12])=[CH:8][C:7]=1[S:23]([CH3:29])(=[O:26])=[O:22], predict the reactants needed to synthesize it. (3) The reactants are: [CH2:1]([N:8]([CH2:27][CH:28]([F:30])[F:29])[C:9]1[CH:14]=[CH:13][C:12](Br)=[CH:11][C:10]=1[NH:16][C:17]([NH:19][C:20]1[CH:25]=[CH:24][C:23]([CH3:26])=[CH:22][CH:21]=1)=[O:18])[C:2]1[CH:7]=[CH:6][CH:5]=[CH:4][CH:3]=1.[NH:31]1[C:35]([C:36]2[CH:41]=[CH:40][CH:39]=[CH:38][C:37]=2B(O)O)=[N:34][N:33]=[N:32]1.C(N(CCC(F)(F)F)C1C=CC(Br)=CC=1NC(NC1C=CC(C)=CC=1)=O)C1C=CC=CC=1. Given the product [CH2:1]([N:8]([CH2:27][CH:28]([F:30])[F:29])[C:9]1[CH:14]=[CH:13][C:12]([C:37]2[CH:38]=[CH:39][CH:40]=[CH:41][C:36]=2[C:35]2[NH:34][N:33]=[N:32][N:31]=2)=[CH:11][C:10]=1[NH:16][C:17]([NH:19][C:20]1[CH:25]=[CH:24][C:23]([CH3:26])=[CH:22][CH:21]=1)=[O:18])[C:2]1[CH:7]=[CH:6][CH:5]=[CH:4][CH:3]=1, predict the reactants needed to synthesize it. (4) Given the product [C:1]([NH:4][C:5]([CH2:16][C:17]([C:19]1[CH:24]=[CH:23][C:22]([O:25][C:26]2[CH:31]=[CH:30][C:29]([C:32](=[O:35])[CH2:33][O:39][C:36](=[O:38])[CH3:37])=[CH:28][CH:27]=2)=[CH:21][CH:20]=1)=[O:18])([C:11]([O:13][CH2:14][CH3:15])=[O:12])[C:6]([O:8][CH2:9][CH3:10])=[O:7])(=[O:3])[CH3:2], predict the reactants needed to synthesize it. The reactants are: [C:1]([NH:4][C:5]([CH2:16][C:17]([C:19]1[CH:24]=[CH:23][C:22]([O:25][C:26]2[CH:31]=[CH:30][C:29]([C:32](=[O:35])[CH2:33]Cl)=[CH:28][CH:27]=2)=[CH:21][CH:20]=1)=[O:18])([C:11]([O:13][CH2:14][CH3:15])=[O:12])[C:6]([O:8][CH2:9][CH3:10])=[O:7])(=[O:3])[CH3:2].[C:36]([OH:39])(=[O:38])[CH3:37].CCN(CC)CC. (5) Given the product [O:26]([CH2:25][CH2:24][CH2:23][N:1]1[CH2:2][CH2:3][C:4]2([O:11][C:10]3[C:12]4[C:17]([C:18](=[O:21])[C:19](=[O:20])[C:9]=3[S:8][CH2:7]2)=[CH:16][CH:15]=[CH:14][CH:13]=4)[CH2:5][CH2:6]1)[C:27]1[CH:32]=[CH:31][CH:30]=[CH:29][CH:28]=1, predict the reactants needed to synthesize it. The reactants are: [NH:1]1[CH2:6][CH2:5][C:4]2([O:11][C:10]3[C:12]4[C:17]([C:18](=[O:21])[C:19](=[O:20])[C:9]=3[S:8][CH2:7]2)=[CH:16][CH:15]=[CH:14][CH:13]=4)[CH2:3][CH2:2]1.Br[CH2:23][CH2:24][CH2:25][O:26][C:27]1[CH:32]=[CH:31][CH:30]=[CH:29][CH:28]=1. (6) Given the product [Cl:19][C:13]1[CH:14]=[C:15]([Cl:18])[CH:16]=[CH:17][C:12]=1[C:9]1[CH:10]=[CH:11][C:6]([C:4](=[O:5])[CH2:30][CH2:31][CH2:32][CH:27]=[CH2:28])=[CH:7][CH:8]=1, predict the reactants needed to synthesize it. The reactants are: CON(C)[C:4]([C:6]1[CH:11]=[CH:10][C:9]([C:12]2[CH:17]=[CH:16][C:15]([Cl:18])=[CH:14][C:13]=2[Cl:19])=[CH:8][CH:7]=1)=[O:5].[NH4+].[Cl-].C(O[CH2:27][CH3:28])(=O)C.O1C[CH2:32][CH2:31][CH2:30]1.